This data is from Catalyst prediction with 721,799 reactions and 888 catalyst types from USPTO. The task is: Predict which catalyst facilitates the given reaction. Reactant: C([O:3][C:4]([CH:6]1[C:11](=[O:12])[CH2:10][CH2:9][N:8]([C:13]([O:15][C:16]([CH3:19])([CH3:18])[CH3:17])=[O:14])[CH2:7]1)=O)C.[BH4-].[Na+]. Product: [C:16]([O:15][C:13]([N:8]1[CH2:9][CH2:10][CH:11]([OH:12])[CH:6]([CH2:4][OH:3])[CH2:7]1)=[O:14])([CH3:19])([CH3:18])[CH3:17]. The catalyst class is: 5.